From a dataset of Catalyst prediction with 721,799 reactions and 888 catalyst types from USPTO. Predict which catalyst facilitates the given reaction. (1) Reactant: Cl[CH2:2][O:3][C:4](=[O:17])[CH2:5][CH2:6][C:7]([O:9][CH2:10][C:11]1[CH:16]=[CH:15][CH:14]=[CH:13][CH:12]=1)=[O:8].[I-:18].[Na+]. Product: [I:18][CH2:2][O:3][C:4](=[O:17])[CH2:5][CH2:6][C:7]([O:9][CH2:10][C:11]1[CH:16]=[CH:15][CH:14]=[CH:13][CH:12]=1)=[O:8]. The catalyst class is: 10. (2) Product: [F:27][C:26]([F:29])([F:28])[C:23]1[CH:24]=[CH:25][C:20]([CH2:19][O:18][N:17]=[C:15]([C:12]2[CH:11]=[CH:10][C:9]([O:8][CH2:7][C:6]3[O:30][C:1]([CH3:2])=[N:4][N:5]=3)=[CH:14][CH:13]=2)[CH3:16])=[CH:21][CH:22]=1. Reactant: [C:1]([NH:4][NH:5][C:6](=[O:30])[CH2:7][O:8][C:9]1[CH:14]=[CH:13][C:12]([C:15](=[N:17][O:18][CH2:19][C:20]2[CH:25]=[CH:24][C:23]([C:26]([F:29])([F:28])[F:27])=[CH:22][CH:21]=2)[CH3:16])=[CH:11][CH:10]=1)(=O)[CH3:2].S(Cl)(Cl)=O.O. The catalyst class is: 11. (3) Reactant: [F:1][C:2]1[CH:3]=[CH:4][C:5]2[N:6]([CH:8]=[C:9]([C:11]([NH:13][C@H:14]3[CH2:19][CH2:18][C@@H:17]([NH:20][C:21]([C:23]4[C:24]([NH:30][C:31]5[CH:36]=[CH:35][CH:34]=[C:33]([O:37][CH2:38][CH2:39][N:40]6[CH2:45][CH2:44][O:43][CH2:42][CH2:41]6)[CH:32]=5)=[N:25][CH:26]=[C:27]([F:29])[CH:28]=4)=[O:22])[CH2:16][CH2:15]3)=[O:12])[N:10]=2)[CH:7]=1.[C:46](N1C=CN=C1)(N1C=CN=C1)=[O:47].[H-].[Na+]. Product: [F:1][C:2]1[CH:3]=[CH:4][C:5]2[N:6]([CH:8]=[C:9]([C:11]([NH:13][C@H:14]3[CH2:15][CH2:16][C@@H:17]([N:20]4[C:21](=[O:22])[C:23]5[CH:28]=[C:27]([F:29])[CH:26]=[N:25][C:24]=5[N:30]([C:31]5[CH:36]=[CH:35][CH:34]=[C:33]([O:37][CH2:38][CH2:39][N:40]6[CH2:41][CH2:42][O:43][CH2:44][CH2:45]6)[CH:32]=5)[C:46]4=[O:47])[CH2:18][CH2:19]3)=[O:12])[N:10]=2)[CH:7]=1. The catalyst class is: 9. (4) Reactant: [N+:1]([C:4]1[CH:9]=[CH:8][C:7]([CH2:10][CH2:11][CH2:12][CH2:13][OH:14])=[CH:6][CH:5]=1)([O-:3])=[O:2].[H-].[Na+].[CH3:17]I. The catalyst class is: 7. Product: [CH3:17][O:14][CH2:13][CH2:12][CH2:11][CH2:10][C:7]1[CH:6]=[CH:5][C:4]([N+:1]([O-:3])=[O:2])=[CH:9][CH:8]=1. (5) The catalyst class is: 327. Product: [F:8][C:4]1[CH:5]=[CH:6][CH:7]=[C:2]([F:1])[C:3]=1[C:9]1[CH:14]=[C:13]([C:15]([C:17]2[N:18]([CH2:28][O:29][CH2:30][CH2:31][Si:32]([CH3:35])([CH3:34])[CH3:33])[C:19]([C:22]3[CH:23]=[N:24][N:25]([CH3:27])[CH:26]=3)=[CH:20][N:21]=2)=[O:16])[CH:12]=[CH:11][N:10]=1. Reactant: [F:1][C:2]1[CH:7]=[CH:6][CH:5]=[C:4]([F:8])[C:3]=1[C:9]1[CH:14]=[C:13]([CH:15]([C:17]2[N:18]([CH2:28][O:29][CH2:30][CH2:31][Si:32]([CH3:35])([CH3:34])[CH3:33])[C:19]([C:22]3[CH:23]=[N:24][N:25]([CH3:27])[CH:26]=3)=[CH:20][N:21]=2)[OH:16])[CH:12]=[CH:11][N:10]=1. (6) Reactant: [Cl:1][C:2]1[CH:7]=[CH:6][C:5]([C:8]2[CH:13]=[CH:12][C:11]([C:14]#[C:15][C:16]([OH:18])=O)=[CH:10][CH:9]=2)=[CH:4][CH:3]=1.CN1CCOCC1.ClC(O[CH2:30][CH:31]([CH3:33])[CH3:32])=O.C[CH:35]1CC(C)C[CH:37]([NH:42][CH2:43][C:44]2[CH:49]=[CH:48][C:47]([NH2:50])=[CH:46][CH:45]=2)[CH2:36]1. Product: [CH3:32][CH:31]1[CH2:33][CH:36]([CH3:35])[CH2:37][N:42]([CH2:43][C:44]2[CH:45]=[CH:46][C:47]([NH:50][C:16](=[O:18])[C:15]#[C:14][C:11]3[CH:10]=[CH:9][C:8]([C:5]4[CH:4]=[CH:3][C:2]([Cl:1])=[CH:7][CH:6]=4)=[CH:13][CH:12]=3)=[CH:48][CH:49]=2)[CH2:30]1. The catalyst class is: 1. (7) Reactant: [CH3:1][O:2][C:3](=[O:16])[C:4]1[CH:9]=[CH:8][C:7]([CH:10]([OH:15])[CH2:11][CH:12]([CH3:14])[CH3:13])=[CH:6][CH:5]=1.N(C(N1CCCCC1)=O)=NC(N1CCCCC1)=O.C(P(CCCC)CCCC)CCC.[C:48]([C:52]1[CH:57]=[CH:56][C:55]([C:58]2[CH:63]=[CH:62][C:61](O)=[CH:60][CH:59]=2)=[CH:54][CH:53]=1)([CH3:51])([CH3:50])[CH3:49]. Product: [CH3:1][O:2][C:3](=[O:16])[C:4]1[CH:9]=[CH:8][C:7]([CH:10]([O:15][C:61]2[CH:62]=[CH:63][C:58]([C:55]3[CH:54]=[CH:53][C:52]([C:48]([CH3:51])([CH3:50])[CH3:49])=[CH:57][CH:56]=3)=[CH:59][CH:60]=2)[CH2:11][CH:12]([CH3:14])[CH3:13])=[CH:6][CH:5]=1. The catalyst class is: 11.